From a dataset of Reaction yield outcomes from USPTO patents with 853,638 reactions. Predict the reaction yield, written as a fraction of the theoretical maximum amount of product (1.0 means a 100% yield; for example, 0.34 means a 34% yield). (1) The reactants are [CH:1]([C:3]1[CH:8]=[CH:7][C:6]([N:9]2[CH:13]=[N:12][CH:11]=[N:10]2)=[CH:5][CH:4]=1)=[CH2:2].[Li][CH2:15]CCC.CI. The catalyst is C1COCC1. The product is [CH3:15][C:13]1[N:9]([C:6]2[CH:5]=[CH:4][C:3]([CH:1]=[CH2:2])=[CH:8][CH:7]=2)[N:10]=[CH:11][N:12]=1. The yield is 0.460. (2) The reactants are [O:1]=[O+][O-].C=[C:5]1[CH2:24][CH:8]2[C:9](=[O:23])[N:10]([C:12]3[CH:17]=[CH:16][C:15]([O:18][C:19]([F:22])([F:21])[F:20])=[CH:14][CH:13]=3)[CH2:11][CH:7]2[CH2:6]1. The catalyst is C(Cl)Cl. The product is [F:20][C:19]([F:21])([F:22])[O:18][C:15]1[CH:16]=[CH:17][C:12]([N:10]2[CH2:11][CH:7]3[CH2:6][C:5](=[O:1])[CH2:24][CH:8]3[C:9]2=[O:23])=[CH:13][CH:14]=1. The yield is 0.500. (3) The reactants are [C:1]([O:4][CH2:5][C:6]1[C:7]([S:22]([CH3:25])(=[O:24])=[O:23])=[CH:8][C:9]2[N:13]3[CH2:14][CH2:15][NH:16][C@H:17]([CH:18]([CH3:20])[CH3:19])[C:12]3=[N:11][C:10]=2[CH:21]=1)(=[O:3])[CH3:2].Cl[C:27]1[N:32]=[C:31]([C:33]([F:36])([F:35])[F:34])[C:30]([C:37](=[O:39])[CH3:38])=[CH:29][N:28]=1.CCN(C(C)C)C(C)C.O. The catalyst is CC(O)C.C(Cl)Cl. The product is [C:1]([O:4][CH2:5][C:6]1[C:7]([S:22]([CH3:25])(=[O:23])=[O:24])=[CH:8][C:9]2[N:13]3[CH2:14][CH2:15][N:16]([C:27]4[N:32]=[C:31]([C:33]([F:34])([F:35])[F:36])[C:30]([C:37](=[O:39])[CH3:38])=[CH:29][N:28]=4)[C@H:17]([CH:18]([CH3:19])[CH3:20])[C:12]3=[N:11][C:10]=2[CH:21]=1)(=[O:3])[CH3:2]. The yield is 0.444.